The task is: Predict the reaction yield, written as a fraction of the theoretical maximum amount of product (1.0 means a 100% yield; for example, 0.34 means a 34% yield).. This data is from Reaction yield outcomes from USPTO patents with 853,638 reactions. (1) The product is [CH3:1][O:2][C:3]([C:5]1[C:13]([NH:14][C:15]2[CH:20]=[CH:19][C:18]([Br:21])=[CH:17][C:16]=2[Cl:22])=[C:12]([F:23])[C:8]2[N:9]=[CH:10][N:11]([CH2:31][CH2:30][S:32]([CH3:35])(=[O:34])=[O:33])[C:7]=2[CH:6]=1)=[O:4]. The yield is 0.590. The catalyst is CN(C=O)C.C(OCC)(=O)C.O. The reactants are [CH3:1][O:2][C:3]([C:5]1[C:13]([NH:14][C:15]2[CH:20]=[CH:19][C:18]([Br:21])=[CH:17][C:16]=2[Cl:22])=[C:12]([F:23])[C:8]2[N:9]=[CH:10][NH:11][C:7]=2[CH:6]=1)=[O:4].C([O-])([O-])=O.[K+].[K+].[CH:30]([S:32]([CH3:35])(=[O:34])=[O:33])=[CH2:31]. (2) The yield is 0.920. The reactants are [C:1]([C:5]1[N:6]=[C:7]([C:10]2[CH:19]=[CH:18][CH:17]=[CH:16][C:11]=2[C:12]([O:14]C)=[O:13])[S:8][CH:9]=1)([CH3:4])([CH3:3])[CH3:2]. The catalyst is Cl. The product is [C:1]([C:5]1[N:6]=[C:7]([C:10]2[CH:19]=[CH:18][CH:17]=[CH:16][C:11]=2[C:12]([OH:14])=[O:13])[S:8][CH:9]=1)([CH3:4])([CH3:2])[CH3:3]. (3) The yield is 0.790. The catalyst is ClCCl.O. The reactants are [C:1]([O:7][CH2:8][C:9]([F:15])([F:14])[S:10]([O-:13])(=[O:12])=[O:11])(=[O:6])[C:2]([CH3:5])([CH3:4])[CH3:3].[Na+].[Br-].[C:18]([C:22]1[CH:27]=[CH:26][C:25]([S+:28]([C:35]2[CH:40]=[CH:39][CH:38]=[CH:37][CH:36]=2)[C:29]2[CH:34]=[CH:33][CH:32]=[CH:31][CH:30]=2)=[CH:24][CH:23]=1)([CH3:21])([CH3:20])[CH3:19]. The product is [C:1]([O:7][CH2:8][C:9]([F:15])([F:14])[S:10]([O-:13])(=[O:11])=[O:12])(=[O:6])[C:2]([CH3:5])([CH3:4])[CH3:3].[C:18]([C:22]1[CH:27]=[CH:26][C:25]([S+:28]([C:35]2[CH:40]=[CH:39][CH:38]=[CH:37][CH:36]=2)[C:29]2[CH:30]=[CH:31][CH:32]=[CH:33][CH:34]=2)=[CH:24][CH:23]=1)([CH3:21])([CH3:19])[CH3:20]. (4) The reactants are [C:1]1([C:7](=[C:9]2[C:17]3[C:12](=[CH:13][CH:14]=[CH:15][CH:16]=3)[NH:11][C:10]2=[O:18])[CH3:8])[CH:6]=[CH:5][CH:4]=[CH:3][CH:2]=1.C([O-])([O-])=O.[K+].[K+].CNCCNC.I[C:32]1[CH:33]=[C:34]([CH:40]=[CH:41][CH:42]=1)[C:35]([O:37][CH2:38][CH3:39])=[O:36]. The catalyst is [Cu]I.C(#N)C. The product is [CH2:38]([O:37][C:35](=[O:36])[C:34]1[CH:40]=[CH:41][CH:42]=[C:32]([N:11]2[C:12]3[C:17](=[CH:16][CH:15]=[CH:14][CH:13]=3)[C:9](=[C:7]([C:1]3[CH:2]=[CH:3][CH:4]=[CH:5][CH:6]=3)[CH3:8])[C:10]2=[O:18])[CH:33]=1)[CH3:39]. The yield is 0.900. (5) The reactants are [CH2:1]([O:3][C:4](=[O:17])[CH2:5][CH:6]([N:9]1[CH:14]=[CH:13][C:12](=[O:15])[NH:11][C:10]1=[O:16])[CH2:7][OH:8])[CH3:2].[C:18](Cl)([C:31]1[CH:36]=[CH:35][CH:34]=[CH:33][CH:32]=1)([C:25]1[CH:30]=[CH:29][CH:28]=[CH:27][CH:26]=1)[C:19]1[CH:24]=[CH:23][CH:22]=[CH:21][CH:20]=1. The catalyst is N1C=CC=CC=1. The product is [CH2:1]([O:3][C:4](=[O:17])[CH2:5][CH:6]([N:9]1[CH:14]=[CH:13][C:12](=[O:15])[NH:11][C:10]1=[O:16])[CH2:7][O:8][C:18]([C:19]1[CH:24]=[CH:23][CH:22]=[CH:21][CH:20]=1)([C:31]1[CH:32]=[CH:33][CH:34]=[CH:35][CH:36]=1)[C:25]1[CH:26]=[CH:27][CH:28]=[CH:29][CH:30]=1)[CH3:2]. The yield is 0.160.